This data is from KCNQ2 potassium channel screen with 302,405 compounds. The task is: Binary Classification. Given a drug SMILES string, predict its activity (active/inactive) in a high-throughput screening assay against a specified biological target. The molecule is s1nc(SC)c(C(=O)Nc2ccc(C(C)(C)C)cc2)c1SC. The result is 0 (inactive).